From a dataset of NCI-60 drug combinations with 297,098 pairs across 59 cell lines. Regression. Given two drug SMILES strings and cell line genomic features, predict the synergy score measuring deviation from expected non-interaction effect. Drug 1: C1=C(C(=O)NC(=O)N1)F. Drug 2: C1=NC2=C(N1)C(=S)N=CN2. Cell line: HCT116. Synergy scores: CSS=50.0, Synergy_ZIP=-7.88, Synergy_Bliss=-10.1, Synergy_Loewe=-8.61, Synergy_HSA=-4.77.